This data is from Full USPTO retrosynthesis dataset with 1.9M reactions from patents (1976-2016). The task is: Predict the reactants needed to synthesize the given product. (1) Given the product [Br:38][C:39]1[C:40]([C@@H:46]([NH:56][C:57](=[O:75])[CH2:58][N:59]2[C:67]3[C:66]([F:68])([F:69])[CH2:65][CH2:64][C:63]([F:70])([F:71])[C:62]=3[C:61]([CH:72]([F:74])[F:73])=[N:60]2)[CH2:47][C:48]2[CH:49]=[C:50]([F:55])[CH:51]=[C:52]([F:54])[CH:53]=2)=[N:41][C:42]([C:33]#[C:32][Si:34]([CH3:37])([CH3:36])[CH3:35])=[CH:43][CH:44]=1, predict the reactants needed to synthesize it. The reactants are: BrC1C([C@@H](NC(=O)OC(C)(C)C)CC2C=C(F)C=C(F)C=2)=NC=C(C#CC(O)(C)C)C=1.[C:32]([Si:34]([CH3:37])([CH3:36])[CH3:35])#[CH:33].[Br:38][C:39]1[C:40]([C@@H:46]([NH:56][C:57](=[O:75])[CH2:58][N:59]2[C:67]3[C:66]([F:69])([F:68])[CH2:65][CH2:64][C:63]([F:71])([F:70])[C:62]=3[C:61]([CH:72]([F:74])[F:73])=[N:60]2)[CH2:47][C:48]2[CH:53]=[C:52]([F:54])[CH:51]=[C:50]([F:55])[CH:49]=2)=[N:41][C:42](Br)=[CH:43][CH:44]=1. (2) Given the product [CH:1]#[C:2][C:3]1[CH:4]=[CH:5][CH:6]=[C:7]([NH:9][C:10]2[C:11]3[C:16](=[CH:15][C:14]4[O:20][CH2:21][CH2:22][O:23][CH2:24][CH2:25][O:26][CH2:27][CH2:28][O:29][C:13]=4[CH:12]=3)[N:17]=[CH:18][N:19]=2)[CH:8]=1.[ClH:30], predict the reactants needed to synthesize it. The reactants are: [CH:1]#[C:2][C:3]1[CH:4]=[CH:5][CH:6]=[C:7]([NH:9][C:10]2[N:19]=[CH:18][N:17]=[C:16]3[C:11]=2[CH:12]=[C:13]2[O:29][CH2:28][CH2:27][O:26][CH2:25][CH2:24][O:23][CH2:22][CH2:21][O:20][C:14]2=[CH:15]3)[CH:8]=1.[ClH:30].